From a dataset of Full USPTO retrosynthesis dataset with 1.9M reactions from patents (1976-2016). Predict the reactants needed to synthesize the given product. (1) The reactants are: Cl.Cl.[Cl:3][C:4]1[C:5]([N:16]2[CH2:21][CH2:20][NH:19][CH2:18][CH2:17]2)=[N:6][CH:7]=[C:8]([CH:15]=1)[C:9]([O:11][CH:12]([CH3:14])[CH3:13])=[O:10].ClC(Cl)(Cl)C[O:25][C:26](=O)[NH:27][S:28]([C:31]1[S:32][C:33]([Cl:36])=[CH:34][CH:35]=1)(=[O:30])=[O:29].CCN(C(C)C)C(C)C.CC(O)=O. Given the product [Cl:3][C:4]1[C:5]([N:16]2[CH2:21][CH2:20][N:19]([C:26]([NH:27][S:28]([C:31]3[S:32][C:33]([Cl:36])=[CH:34][CH:35]=3)(=[O:30])=[O:29])=[O:25])[CH2:18][CH2:17]2)=[N:6][CH:7]=[C:8]([CH:15]=1)[C:9]([O:11][CH:12]([CH3:14])[CH3:13])=[O:10], predict the reactants needed to synthesize it. (2) Given the product [CH3:25][C:22]1[S:23][CH:24]=[C:20]([C:18]([NH:17][C:4]2[CH:3]=[C:2]([C:37]3[CH:38]=[CH:39][N:34]=[CH:35][CH:36]=3)[CH:10]=[C:9]3[C:5]=2[CH:6]=[N:7][NH:8]3)=[O:19])[N:21]=1, predict the reactants needed to synthesize it. The reactants are: Br[C:2]1[CH:3]=[C:4]([NH:17][C:18]([C:20]2[N:21]=[C:22]([CH3:25])[S:23][CH:24]=2)=[O:19])[C:5]2[C:9]([CH:10]=1)=[N:8][N:7](C1CCCCO1)[CH:6]=2.P([O-])([O-])([O-])=O.[K+].[K+].[K+].[N:34]1[CH:39]=[CH:38][C:37](B(O)O)=[CH:36][CH:35]=1.O1CCOCC1.